From a dataset of Reaction yield outcomes from USPTO patents with 853,638 reactions. Predict the reaction yield, written as a fraction of the theoretical maximum amount of product (1.0 means a 100% yield; for example, 0.34 means a 34% yield). The yield is 0.420. The reactants are [NH2:1][C:2]1[C:7]([F:8])=[CH:6][C:5]([F:9])=[C:4]([F:10])[C:3]=1[NH2:11].C(O[C:15]([CH:17]([CH3:23])[C:18]([O:20][CH2:21][CH3:22])=[O:19])=N)C. The product is [F:8][C:7]1[C:2]2[N:1]=[C:15]([CH:17]([CH3:23])[C:18]([O:20][CH2:21][CH3:22])=[O:19])[NH:11][C:3]=2[C:4]([F:10])=[C:5]([F:9])[CH:6]=1. The catalyst is C(O)C.